This data is from Full USPTO retrosynthesis dataset with 1.9M reactions from patents (1976-2016). The task is: Predict the reactants needed to synthesize the given product. (1) Given the product [F:1][C:2]1[CH:12]=[CH:11][C:10]2=[C:13]3[C:3]=1[O:4][CH2:5][CH2:6][N:7]3[C:8]([CH:14]([NH:16][C:17]1[N:25]=[CH:24][N:23]=[C:22]3[C:18]=1[N:19]=[CH:20][NH:21]3)[CH3:15])=[N:9]2, predict the reactants needed to synthesize it. The reactants are: [F:1][C:2]1[CH:12]=[CH:11][C:10]2=[C:13]3[C:3]=1[O:4][CH2:5][CH2:6][N:7]3[C:8]([CH:14]([NH:16][C:17]1[N:25]=[CH:24][N:23]=[C:22]3[C:18]=1[N:19]=[CH:20][N:21]3C1CCCCO1)[CH3:15])=[N:9]2. (2) Given the product [CH3:1][O:2][C:3]([C:5]1[CH:6]=[C:7]2[C:11](=[CH:12][CH:13]=1)[N:10]([CH2:14][C:15]1[CH:20]=[CH:19][CH:18]=[CH:17][CH:16]=1)[CH:9]=[CH:8]2)=[O:4], predict the reactants needed to synthesize it. The reactants are: [CH3:1][O:2][C:3]([C:5]1[CH:6]=[C:7]2[C:11](=[CH:12][CH:13]=1)[NH:10][CH:9]=[CH:8]2)=[O:4].[CH2:14](Br)[C:15]1[CH:20]=[CH:19][CH:18]=[CH:17][CH:16]=1. (3) Given the product [F:1][C:2]1[CH:3]=[CH:4][C:5]([CH2:8][CH2:9][N:10]2[CH2:15][CH2:14][N:13]([C:18]3[CH:23]=[CH:22][C:21]4[C:24]5[CH2:25][N:26]([C:32]([O:34][C:35]([CH3:38])([CH3:37])[CH3:36])=[O:33])[CH2:27][CH2:28][CH2:29][C:30]=5[O:31][C:20]=4[CH:19]=3)[C:12](=[O:16])[CH2:11]2)=[N:6][CH:7]=1, predict the reactants needed to synthesize it. The reactants are: [F:1][C:2]1[CH:3]=[CH:4][C:5]([CH2:8][CH2:9][N:10]2[CH2:15][CH2:14][NH:13][C:12](=[O:16])[CH2:11]2)=[N:6][CH:7]=1.Br[C:18]1[CH:23]=[CH:22][C:21]2[C:24]3[CH2:25][N:26]([C:32]([O:34][C:35]([CH3:38])([CH3:37])[CH3:36])=[O:33])[CH2:27][CH2:28][CH2:29][C:30]=3[O:31][C:20]=2[CH:19]=1.C([O-])([O-])=O.[Cs+].[Cs+].CN[C@@H]1CCCC[C@H]1NC. (4) Given the product [Br:4][C:5]1[CH:12]=[CH:11][C:8]([CH2:9][C:1]#[N:2])=[C:7]([F:13])[CH:6]=1, predict the reactants needed to synthesize it. The reactants are: [C-:1]#[N:2].[K+].[Br:4][C:5]1[CH:12]=[CH:11][C:8]([CH2:9]Br)=[C:7]([F:13])[CH:6]=1.O.